From a dataset of Catalyst prediction with 721,799 reactions and 888 catalyst types from USPTO. Predict which catalyst facilitates the given reaction. (1) Reactant: Cl[C:2]1[CH:7]=[N:6][CH:5]=[C:4]([Cl:8])[N:3]=1.[CH3:9][O:10][C:11]1[CH:18]=[CH:17][C:14]([CH2:15][NH2:16])=[CH:13][CH:12]=1.C([O-])([O-])=O.[K+].[K+]. The catalyst class is: 18. Product: [Cl:8][C:4]1[N:3]=[C:2]([NH:16][CH2:15][C:14]2[CH:17]=[CH:18][C:11]([O:10][CH3:9])=[CH:12][CH:13]=2)[CH:7]=[N:6][CH:5]=1. (2) Reactant: C(C1C=CC=C(C(C)(C)C)N=1)(C)(C)C.[O:15]=[C:16]1[CH2:21][CH2:20][C@H:19]2[C@H:22]3[C@H:31]([CH2:32][CH2:33][C@:17]12[CH3:18])[C:30]1[CH:29]=[CH:28][C:27]([CH2:34][CH2:35][C:36]([O:38][CH2:39][CH3:40])=[O:37])=[CH:26][C:25]=1[CH2:24][CH2:23]3.[F:41][C:42]([F:55])([F:54])[S:43](O[S:43]([C:42]([F:55])([F:54])[F:41])(=[O:45])=[O:44])(=[O:45])=[O:44].C(=O)(O)[O-].[Na+]. Product: [F:41][C:42]([F:55])([F:54])[S:43]([O:15][C:16]1[C@:17]2([CH2:33][CH2:32][C@H:31]3[C@@H:22]([CH2:23][CH2:24][C:25]4[CH:26]=[C:27]([CH2:34][CH2:35][C:36]([O:38][CH2:39][CH3:40])=[O:37])[CH:28]=[CH:29][C:30]=43)[C@@H:19]2[CH2:20][CH:21]=1)[CH3:18])(=[O:45])=[O:44]. The catalyst class is: 4.